From a dataset of Catalyst prediction with 721,799 reactions and 888 catalyst types from USPTO. Predict which catalyst facilitates the given reaction. (1) Reactant: [Br:1][C:2]1[CH:7]=[N:6][C:5]([Cl:8])=[C:4]2[NH:9][CH:10]=[C:11]([CH2:12]N(C)C)[C:3]=12.[C-:16]#[N:17].[K+]. Product: [Br:1][C:2]1[CH:7]=[N:6][C:5]([Cl:8])=[C:4]2[NH:9][CH:10]=[C:11]([CH2:12][C:16]#[N:17])[C:3]=12. The catalyst class is: 18. (2) Reactant: [CH2:1]([O:9][C:10]1[CH:15]=[CH:14][C:13]([CH:16]2[O:21][CH2:20][CH2:19][NH:18][CH2:17]2)=[CH:12][CH:11]=1)[CH2:2][CH2:3][CH2:4][CH2:5][CH2:6][CH2:7][CH3:8].Br[CH2:23][CH2:24][CH2:25][P:26](=[O:33])([O:30][CH2:31][CH3:32])[O:27][CH2:28][CH3:29].[Na+].[I-].C([O-])([O-])=O.[K+].[K+]. Product: [CH2:31]([O:30][P:26]([CH2:25][CH:24]([N:18]1[CH2:19][CH2:20][O:21][CH:16]([C:13]2[CH:12]=[CH:11][C:10]([O:9][CH2:1][CH2:2][CH2:3][CH2:4][CH2:5][CH2:6][CH2:7][CH3:8])=[CH:15][CH:14]=2)[CH2:17]1)[CH3:23])(=[O:33])[O:27][CH2:28][CH3:29])[CH3:32]. The catalyst class is: 23. (3) Reactant: [CH3:1][O:2][C:3]1[CH:4]=[CH:5][C:6]2[NH:12][C:11](=[O:13])[N:10]([CH:14]3[CH2:19][CH2:18][NH:17][CH2:16][CH2:15]3)[CH2:9][CH2:8][C:7]=2[CH:20]=1.Cl[C:22]1[N:27]=[CH:26][N:25]=[C:24]([NH:28][C:29]2[CH:39]=[C:38]([CH3:40])[C:32]3[N:33]([CH3:37])[C:34](=[O:36])[O:35][C:31]=3[CH:30]=2)[CH:23]=1.CCN(C(C)C)C(C)C. Product: [CH3:37][N:33]1[C:32]2[C:38]([CH3:40])=[CH:39][C:29]([NH:28][C:24]3[N:25]=[CH:26][N:27]=[C:22]([N:17]4[CH2:18][CH2:19][CH:14]([N:10]5[CH2:9][CH2:8][C:7]6[CH:20]=[C:3]([O:2][CH3:1])[CH:4]=[CH:5][C:6]=6[NH:12][C:11]5=[O:13])[CH2:15][CH2:16]4)[CH:23]=3)=[CH:30][C:31]=2[O:35][C:34]1=[O:36]. The catalyst class is: 3. (4) Reactant: [Cl:1][C:2]1[CH:33]=[CH:32][CH:31]=[C:30]([Cl:34])[C:3]=1[C:4]([NH:6][C@H:7]([C:25]([O:27][CH2:28][CH3:29])=[O:26])[CH2:8][C:9]1[CH:14]=[CH:13][C:12]([C:15]2[C:20]([O:21]C)=[CH:19][CH:18]=[CH:17][C:16]=2[O:23][CH3:24])=[CH:11][CH:10]=1)=[O:5].B(Br)(Br)Br. Product: [CH2:28]([O:27][C:25](=[O:26])[C@H:7]([CH2:8][C:9]1[CH:14]=[CH:13][C:12]([C:15]2[C:16]([O:23][CH3:24])=[CH:17][CH:18]=[CH:19][C:20]=2[OH:21])=[CH:11][CH:10]=1)[NH:6][C:4](=[O:5])[C:3]1[C:2]([Cl:1])=[CH:33][CH:32]=[CH:31][C:30]=1[Cl:34])[CH3:29]. The catalyst class is: 2. (5) Reactant: [OH:1][N:2]=[C:3]([C:8]([O:10]C)=[O:9])[C:4]([O:6]C)=[O:5].[OH-].[Na+].[N+]([O-])(O)=O.[N+]([O-])([O-])=O.[Ag+:22]. Product: [OH:1][N:2]=[C:3]([C:8]([O-:10])=[O:9])[C:4]([O-:6])=[O:5].[Ag+2:22]. The catalyst class is: 6. (6) Reactant: [CH3:1][C:2]1([CH3:14])[C:6]([CH3:8])([CH3:7])[O:5][B:4]([C:9]2[CH:10]=[N:11][NH:12][CH:13]=2)[O:3]1.C([O-])([O-])=O.[Cs+].[Cs+].Br[CH2:22][CH2:23][OH:24].CN(C=O)C. The catalyst class is: 13. Product: [CH3:1][C:2]1([CH3:14])[C:6]([CH3:7])([CH3:8])[O:5][B:4]([C:9]2[CH:13]=[N:12][N:11]([CH2:22][CH2:23][OH:24])[CH:10]=2)[O:3]1.